Task: Predict the reactants needed to synthesize the given product.. Dataset: Full USPTO retrosynthesis dataset with 1.9M reactions from patents (1976-2016) Given the product [N:24](=[C:14]1[CH2:13][CH2:12][C@H:11]2[C@H:10]3[C@H:19]([CH2:18][CH2:17][C@:15]12[CH3:16])[C@:20]1([CH3:23])[C:7]([CH2:6][C@@H:5]([OH:4])[CH2:22][CH2:21]1)=[CH:8][CH2:9]3)[OH:25], predict the reactants needed to synthesize it. The reactants are: C([O:4][C@H:5]1[CH2:22][CH2:21][C@@:20]2([CH3:23])[C:7](=[CH:8][CH2:9][C@@H:10]3[C@@H:19]2[CH2:18][CH2:17][C@@:15]2([CH3:16])[C@H:11]3[CH2:12][CH2:13][C:14]2=[N:24][OH:25])[CH2:6]1)(=O)C.[OH-].[K+].